This data is from Forward reaction prediction with 1.9M reactions from USPTO patents (1976-2016). The task is: Predict the product of the given reaction. (1) Given the reactants [Cl:1][C:2]1[CH:3]=[C:4]([C@@H:8]([OH:32])[CH2:9][NH:10][CH2:11][CH2:12][C:13]2[CH:18]=[CH:17][C:16]([S:19]([C:22]3[CH:27]=[CH:26][C:25]([O:28][CH:29]([F:31])[F:30])=[CH:24][CH:23]=3)(=[O:21])=[O:20])=[CH:15][CH:14]=2)[CH:5]=[CH:6][CH:7]=1.Cl, predict the reaction product. The product is: [ClH:1].[Cl:1][C:2]1[CH:3]=[C:4]([C@@H:8]([OH:32])[CH2:9][NH:10][CH2:11][CH2:12][C:13]2[CH:14]=[CH:15][C:16]([S:19]([C:22]3[CH:27]=[CH:26][C:25]([O:28][CH:29]([F:30])[F:31])=[CH:24][CH:23]=3)(=[O:20])=[O:21])=[CH:17][CH:18]=2)[CH:5]=[CH:6][CH:7]=1. (2) Given the reactants [CH2:1]([O:3][C:4](=[O:22])[C@H:5]([CH2:14][C:15]1[CH:20]=[CH:19][C:18](O)=[CH:17][CH:16]=1)[NH:6]C(OC(C)(C)C)=O)[CH3:2].C(=O)([O-])[O-].[K+].[K+].[CH3:29][OH:30].C(Cl)Cl.[CH3:34][N:35]([CH:37]=O)C, predict the reaction product. The product is: [C:29]1([O:30][C:18]2[CH:17]=[CH:16][C:15]([CH2:14][C@H:5]([NH2:6])[C:4]([O:3][CH2:1][CH3:2])=[O:22])=[CH:20][CH:19]=2)[C:20]2[C:15](=[CH:16][CH:34]=[N:35][CH:37]=2)[CH:14]=[CH:5][N:6]=1. (3) Given the reactants Br[C:2]1[CH:3]=[CH:4][C:5]([F:28])=[C:6]([C:8]2([CH3:27])[CH2:13][C:12]3([CH2:18][CH2:17][O:16][CH2:15][CH2:14]3)[O:11][C:10]([NH:19][C:20](=[O:26])[O:21][C:22]([CH3:25])([CH3:24])[CH3:23])=[N:9]2)[CH:7]=1.O=C1O[C@H]([C@H](CO)O)C([O-])=C1O.[Na+].[N-:42]=[N+:43]=[N-:44].[Na+].CNC1CCCCC1NC, predict the reaction product. The product is: [N:42]([C:2]1[CH:3]=[CH:4][C:5]([F:28])=[C:6]([C:8]2([CH3:27])[CH2:13][C:12]3([CH2:18][CH2:17][O:16][CH2:15][CH2:14]3)[O:11][C:10]([NH:19][C:20](=[O:26])[O:21][C:22]([CH3:25])([CH3:24])[CH3:23])=[N:9]2)[CH:7]=1)=[N+:43]=[N-:44]. (4) Given the reactants [CH:1]1([C:7]2[C:15]3[C:10](=[CH:11][C:12](C(OC)=O)=[CH:13][CH:14]=3)[NH:9][C:8]=2[C:20]2[CH:25]=[CH:24][CH:23]=[CH:22][CH:21]=2)[CH2:6][CH2:5][CH2:4][CH2:3][CH2:2]1.[OH-].[K+].C(N[C:32](=NC(C)C)[O:33][C:34]([CH3:37])([CH3:36])[CH3:35])(C)C.C(=N)([O-:44])N, predict the reaction product. The product is: [CH:1]1([C:7]2[C:15]3[C:10](=[CH:11][C:12]([C:32]([O:33][C:34]([CH3:35])([CH3:36])[CH3:37])=[O:44])=[CH:13][CH:14]=3)[NH:9][C:8]=2[C:20]2[CH:25]=[CH:24][CH:23]=[CH:22][CH:21]=2)[CH2:2][CH2:3][CH2:4][CH2:5][CH2:6]1. (5) Given the reactants [CH3:1][O:2][C:3]([C:5]1[CH:14]=[CH:13][C:12]2[C:11](=[O:15])[CH2:10][CH2:9][CH2:8][C:7]=2[CH:6]=1)=[O:4].[O:16]1[C:20]([CH:21]=O)=[CH:19][CH:18]=[N:17]1, predict the reaction product. The product is: [O:16]1[C:20]([CH:21]=[C:10]2[CH2:9][CH2:8][C:7]3[CH:6]=[C:5]([C:3]([O:2][CH3:1])=[O:4])[CH:14]=[CH:13][C:12]=3[C:11]2=[O:15])=[CH:19][CH:18]=[N:17]1. (6) Given the reactants C([O-])([O-])=O.[Cs+].[Cs+].[OH:7][C:8]1[CH:9]=[N:10][CH:11]=[CH:12][CH:13]=1.[CH3:14][O:15][C:16](=[O:25])[C:17]1[CH:22]=[C:21](I)[CH:20]=[CH:19][C:18]=1[Cl:24], predict the reaction product. The product is: [CH3:14][O:15][C:16](=[O:25])[C:17]1[CH:22]=[C:21]([O:7][C:8]2[CH:9]=[N:10][CH:11]=[CH:12][CH:13]=2)[CH:20]=[CH:19][C:18]=1[Cl:24]. (7) Given the reactants [N:1]1([C:7]([C:9]2[CH:10]=[C:11]([CH:32]=[CH:33][CH:34]=2)[CH2:12][NH:13][CH2:14][CH2:15][O:16][C:17]2[CH:18]=[C:19]([O:23][C:24](=O)[C:25]3C=CC=CC=3)[CH:20]=[CH:21][CH:22]=2)=[O:8])[CH2:6][CH2:5][CH2:4][CH2:3][CH2:2]1.[CH:35](OC1C=CC=CC=1NCCN)(C)C, predict the reaction product. The product is: [CH:24]([O:23][C:19]1[CH:18]=[C:17]([CH:22]=[CH:21][CH:20]=1)[O:16][CH2:15][CH2:14][NH:13][CH2:12][C:11]1[CH:10]=[C:9]([C:7]([N:1]2[CH2:2][CH2:3][CH2:4][CH2:5][CH2:6]2)=[O:8])[CH:34]=[CH:33][CH:32]=1)([CH3:35])[CH3:25]. (8) Given the reactants O.O.[Sn](Cl)Cl.[CH2:6]([N:13]1[CH:22]=[CH:21][C:20]2[C:15](=[CH:16][CH:17]=[CH:18][C:19]=2[N+:23]([O-])=O)[C:14]1=[O:26])[C:7]1[CH:12]=[CH:11][CH:10]=[CH:9][CH:8]=1.C(=O)(O)[O-].[Na+], predict the reaction product. The product is: [NH2:23][C:19]1[CH:18]=[CH:17][CH:16]=[C:15]2[C:20]=1[CH:21]=[CH:22][N:13]([CH2:6][C:7]1[CH:12]=[CH:11][CH:10]=[CH:9][CH:8]=1)[C:14]2=[O:26]. (9) Given the reactants C(N(S(F)(F)[F:7])CC)C.[CH3:10][C:11]1[CH:25]=[C:24]([N+:26]([O-:28])=[O:27])[CH:23]=[CH:22][C:12]=1[O:13][C:14]1[CH:15]=[CH:16][C:17]([CH2:20]O)=[N:18][CH:19]=1.[Cl-].[NH4+], predict the reaction product. The product is: [F:7][CH2:20][C:17]1[CH:16]=[CH:15][C:14]([O:13][C:12]2[CH:22]=[CH:23][C:24]([N+:26]([O-:28])=[O:27])=[CH:25][C:11]=2[CH3:10])=[CH:19][N:18]=1.